Dataset: Full USPTO retrosynthesis dataset with 1.9M reactions from patents (1976-2016). Task: Predict the reactants needed to synthesize the given product. (1) Given the product [Br:1][C:2]1[CH:7]=[CH:6][C:5]([C:8]2[CH:13]=[CH:12][N:11]=[CH:10][C:9]=2[Cl:14])=[C:4]([OH:15])[CH:3]=1, predict the reactants needed to synthesize it. The reactants are: [Br:1][C:2]1[CH:7]=[CH:6][C:5]([C:8]2[CH:13]=[CH:12][N:11]=[CH:10][C:9]=2[Cl:14])=[C:4]([O:15]C)[CH:3]=1.B(Br)(Br)Br.[OH-].[Na+].C(OCC)(=O)C. (2) The reactants are: [CH3:1][O:2][CH:3]1[CH2:8][CH2:7][CH2:6][CH:5]([NH2:9])[CH2:4]1.[CH3:10][S:11](Cl)(=[O:13])=[O:12]. Given the product [CH3:1][O:2][CH:3]1[CH2:8][CH2:7][CH2:6][CH:5]([NH:9][S:11]([CH3:10])(=[O:13])=[O:12])[CH2:4]1, predict the reactants needed to synthesize it. (3) Given the product [ClH:21].[Cl:21][C:22]1[CH:23]=[C:24]([NH:25][C:17]([C@H:14]2[CH2:13][CH2:12][C@@H:11]([NH:10][C:5]3[CH:4]=[C:3]([N:2]([CH3:1])[CH3:20])[N:8]=[C:7]([CH3:9])[N:6]=3)[CH2:16][CH2:15]2)=[O:19])[CH:26]=[CH:27][C:28]=1[F:29], predict the reactants needed to synthesize it. The reactants are: [CH3:1][N:2]([CH3:20])[C:3]1[N:8]=[C:7]([CH3:9])[N:6]=[C:5]([NH:10][C@@H:11]2[CH2:16][CH2:15][C@H:14]([C:17]([OH:19])=O)[CH2:13][CH2:12]2)[CH:4]=1.[Cl:21][C:22]1[CH:23]=[C:24]([CH:26]=[CH:27][C:28]=1[F:29])[NH2:25].C1C=CC2N(O)N=NC=2C=1.O.CCN=C=NCCCN(C)C.Cl.Cl. (4) Given the product [Br:8][C:6]1[CH:5]=[N:4][C:3]2[C:9](=[O:11])[N:13]([CH3:12])[C:30]([C:29]3[CH:32]=[CH:33][C:26]([O:25][CH:22]4[CH2:23][CH2:24][N:19]([CH:14]5[CH2:18][CH2:17][CH2:16][CH2:15]5)[CH2:20][CH2:21]4)=[CH:27][C:28]=3[O:34][CH3:35])=[N:1][C:2]=2[CH:7]=1, predict the reactants needed to synthesize it. The reactants are: [NH2:1][C:2]1[C:3]([C:9]([OH:11])=O)=[N:4][CH:5]=[C:6]([Br:8])[CH:7]=1.[CH3:12][NH2:13].[CH:14]1([N:19]2[CH2:24][CH2:23][CH:22]([O:25][C:26]3[CH:33]=[CH:32][C:29]([CH:30]=O)=[C:28]([O:34][CH3:35])[CH:27]=3)[CH2:21][CH2:20]2)[CH2:18][CH2:17][CH2:16][CH2:15]1. (5) The reactants are: FC(F)(F)C1C=C(NC(=O)NC2C=CC(C3SC(CCC(OC)=O)=NC=3)=CC=2)C=CC=1.[NH2:32][C:33]1[CH:38]=[CH:37][C:36]([C:39]2[N:40]=[C:41]([CH:44]3[CH2:49][CH2:48][N:47]([CH2:50][C:51]([O:53][CH2:54][CH3:55])=[O:52])[CH2:46][CH2:45]3)[S:42][CH:43]=2)=[CH:35][CH:34]=1.[Cl:56][C:57]1[CH:62]=[CH:61][CH:60]=[CH:59][C:58]=1[N:63]=[C:64]=[O:65]. Given the product [Cl:56][C:57]1[CH:62]=[CH:61][CH:60]=[CH:59][C:58]=1[NH:63][C:64](=[O:65])[NH:32][C:33]1[CH:38]=[CH:37][C:36]([C:39]2[N:40]=[C:41]([CH:44]3[CH2:49][CH2:48][N:47]([CH2:50][C:51]([O:53][CH2:54][CH3:55])=[O:52])[CH2:46][CH2:45]3)[S:42][CH:43]=2)=[CH:35][CH:34]=1, predict the reactants needed to synthesize it. (6) Given the product [CH:24]1([C:21]2[CH:22]=[N:23][C:11]([NH:10][C:5]3[CH:6]=[CH:7][CH:8]=[C:9]4[C:4]=3[CH:3]=[CH:2][N:1]4[CH2:27][CH:28]([CH3:31])[CH3:29])=[C:12]([CH:20]=2)[C:13]([O:15][C:16]([CH3:18])([CH3:19])[CH3:17])=[O:14])[CH2:26][CH2:25]1, predict the reactants needed to synthesize it. The reactants are: [NH:1]1[C:9]2[C:4](=[C:5]([NH:10][C:11]3[N:23]=[CH:22][C:21]([CH:24]4[CH2:26][CH2:25]4)=[CH:20][C:12]=3[C:13]([O:15][C:16]([CH3:19])([CH3:18])[CH3:17])=[O:14])[CH:6]=[CH:7][CH:8]=2)[CH:3]=[CH:2]1.[CH3:27][C:28]([CH3:31])([O-])[CH3:29].[K+].BrCC(C)C.O. (7) Given the product [CH3:1][C:2]1[C:6]([C:12]2[C:20]3[C:15](=[CH:16][C:17]([S:21]([NH:24][C:25]4[S:29][N:28]=[CH:27][N:26]=4)(=[O:22])=[O:23])=[CH:18][CH:19]=3)[N:14]([CH3:41])[CH:13]=2)=[C:5]([CH3:10])[O:4][N:3]=1, predict the reactants needed to synthesize it. The reactants are: [CH3:1][C:2]1[C:6](B(O)O)=[C:5]([CH3:10])[O:4][N:3]=1.Br[C:12]1[C:20]2[C:15](=[CH:16][C:17]([S:21]([N:24](CC3C=CC(OC)=CC=3OC)[C:25]3[S:29][N:28]=[CH:27][N:26]=3)(=[O:23])=[O:22])=[CH:18][CH:19]=2)[N:14]([CH3:41])[CH:13]=1. (8) The reactants are: Br.C[O:3][C:4]1[CH:5]=[C:6]2[C:11](=[CH:12][C:13]=1[O:14]C)[N:10]=[CH:9][NH:8][C:7]2=[O:16]. Given the product [OH:3][C:4]1[CH:5]=[C:6]2[C:11](=[CH:12][C:13]=1[OH:14])[N:10]=[CH:9][NH:8][C:7]2=[O:16], predict the reactants needed to synthesize it. (9) Given the product [ClH:37].[C:1]([N:5]1[CH2:6][CH2:7][N:8]([C:11]2[C:16]([F:17])=[CH:15][C:14]([F:18])=[CH:13][C:12]=2[CH:19]2[N:23]([CH2:24][CH2:25][C:26]([CH3:27])([CH3:29])[CH3:28])[C:22](=[O:30])[C@H:21]([CH2:31][C:32](=[O:33])[N:49]3[CH2:50][CH2:51][CH:52]([N:55]4[CH2:61][CH2:60][C:59]5[CH:62]=[CH:63][CH:64]=[CH:65][C:58]=5[NH:57][C:56]4=[O:66])[CH2:53][CH2:54]3)[S:20]2)[CH2:9][CH2:10]1)([CH3:3])([CH3:4])[CH3:2], predict the reactants needed to synthesize it. The reactants are: [C:1]([N:5]1[CH2:10][CH2:9][N:8]([C:11]2[C:16]([F:17])=[CH:15][C:14]([F:18])=[CH:13][C:12]=2[CH:19]2[N:23]([CH2:24][CH2:25][C:26]([CH3:29])([CH3:28])[CH3:27])[C:22](=[O:30])[C@H:21]([CH2:31][C:32](O)=[O:33])[S:20]2)[CH2:7][CH2:6]1)([CH3:4])([CH3:3])[CH3:2].C(Cl)C[Cl:37].C1C=CC2N(O)N=NC=2C=1.[NH:49]1[CH2:54][CH2:53][CH:52]([N:55]2[CH2:61][CH2:60][C:59]3[CH:62]=[CH:63][CH:64]=[CH:65][C:58]=3[NH:57][C:56]2=[O:66])[CH2:51][CH2:50]1.Cl. (10) Given the product [OH:10][C:9]1[C:4]([N+:1]([O-:3])=[O:2])=[C:5]([OH:11])[CH:6]=[CH:7][C:8]=1[C:16](=[O:18])[CH3:17], predict the reactants needed to synthesize it. The reactants are: [N+:1]([C:4]1[C:9]([OH:10])=[CH:8][CH:7]=[CH:6][C:5]=1[OH:11])([O-:3])=[O:2].[Cl-].[Al+3].[Cl-].[Cl-].[C:16](OC(=O)C)(=[O:18])[CH3:17].